Dataset: Full USPTO retrosynthesis dataset with 1.9M reactions from patents (1976-2016). Task: Predict the reactants needed to synthesize the given product. (1) Given the product [O:9]=[C:7]1[NH:21][C:20]2[CH:19]=[C:14]([C:15]([O:17][CH3:18])=[O:16])[CH:13]=[N:12][C:11]=2[N:1]2[CH2:6][CH2:5][S:4][CH2:3][C@@H:2]12, predict the reactants needed to synthesize it. The reactants are: [NH:1]1[CH2:6][CH2:5][S:4][CH2:3][C@H:2]1[C:7]([OH:9])=O.Cl[C:11]1[C:20]([N+:21]([O-])=O)=[CH:19][C:14]([C:15]([O:17][CH3:18])=[O:16])=[CH:13][N:12]=1.C(=O)([O-])[O-].[K+].[K+]. (2) Given the product [O:14]=[C:10]1[CH2:11][CH2:12][CH2:13][C:8]([NH:7][C:1](=[O:6])[CH2:2][CH2:3][CH3:4])=[CH:9]1, predict the reactants needed to synthesize it. The reactants are: [C:1]([OH:6])(=O)[CH2:2][CH2:3][CH3:4].[NH2:7][C:8]1[CH2:13][CH2:12][CH2:11][C:10](=[O:14])[CH:9]=1.CN(C1C=CC=CN=1)C.C(N(C(C)C)CC)(C)C.C(N=C=NCCCN(C)C)C. (3) Given the product [Cl:1][C:2]1[C:3]([NH:18][C:19]2[CH:20]=[CH:21][C:22]([Cl:25])=[CH:23][CH:24]=2)=[N:4][CH:5]=[C:6]([C:8]2[N:12]([CH3:29])[C:11]3[CH:13]=[CH:14][C:15]([F:17])=[CH:16][C:10]=3[N:9]=2)[CH:7]=1, predict the reactants needed to synthesize it. The reactants are: [Cl:1][C:2]1[C:3]([NH:18][C:19]2[CH:24]=[CH:23][C:22]([Cl:25])=[CH:21][CH:20]=2)=[N:4][CH:5]=[C:6]([C:8]2[NH:12][C:11]3[CH:13]=[CH:14][C:15]([F:17])=[CH:16][C:10]=3[N:9]=2)[CH:7]=1.[H-].[Na+].I[CH3:29].